Dataset: Full USPTO retrosynthesis dataset with 1.9M reactions from patents (1976-2016). Task: Predict the reactants needed to synthesize the given product. (1) Given the product [Cl:14][C:15]1[CH:16]=[C:17]([CH:22]([N:4]2[CH2:5][CH2:6][N:1]([C:7]([O:9][C:10]([CH3:13])([CH3:12])[CH3:11])=[O:8])[CH2:2][CH2:3]2)[CH3:23])[CH:18]=[C:19]([Cl:21])[CH:20]=1, predict the reactants needed to synthesize it. The reactants are: [N:1]1([C:7]([O:9][C:10]([CH3:13])([CH3:12])[CH3:11])=[O:8])[CH2:6][CH2:5][NH:4][CH2:3][CH2:2]1.[Cl:14][C:15]1[CH:16]=[C:17]([C:22](=O)[CH3:23])[CH:18]=[C:19]([Cl:21])[CH:20]=1.C(O[BH-](OC(=O)C)OC(=O)C)(=O)C.[Na+].C(O)(=O)C. (2) Given the product [CH3:1][C:2]1[CH:6]=[C:5]([NH:7][C:8]([C:10]2[CH:14]=[CH:13][N:12]([C:20]([C:16]3[O:15][CH:19]=[CH:18][CH:17]=3)=[O:21])[N:11]=2)=[O:9])[O:4][N:3]=1, predict the reactants needed to synthesize it. The reactants are: [CH3:1][C:2]1[CH:6]=[C:5]([NH:7][C:8]([C:10]2[CH:14]=[CH:13][NH:12][N:11]=2)=[O:9])[O:4][N:3]=1.[O:15]1[CH:19]=[CH:18][CH:17]=[C:16]1[C:20](Cl)=[O:21]. (3) Given the product [C:1]([NH:5][S:6]([C:9]1[CH:10]=[N:11][N:12]2[C:17]([NH:18][C:19]3[CH:24]=[C:23]([F:25])[CH:22]=[CH:21][C:20]=3[Cl:26])=[C:16]([C:27]([N:42]3[CH2:43][CH2:44][CH:39]([C:36]4[CH:35]=[CH:34][C:33]([F:32])=[CH:38][CH:37]=4)[CH2:40][CH2:41]3)=[O:28])[CH:15]=[N:14][C:13]=12)(=[O:8])=[O:7])([CH3:3])([CH3:2])[CH3:4], predict the reactants needed to synthesize it. The reactants are: [C:1]([NH:5][S:6]([C:9]1[CH:10]=[N:11][N:12]2[C:17]([NH:18][C:19]3[CH:24]=[C:23]([F:25])[CH:22]=[CH:21][C:20]=3[Cl:26])=[C:16]([C:27](OCC)=[O:28])[CH:15]=[N:14][C:13]=12)(=[O:8])=[O:7])([CH3:4])([CH3:3])[CH3:2].[F:32][C:33]1[CH:38]=[CH:37][C:36]([CH:39]2[CH2:44][CH2:43][NH:42][CH2:41][CH2:40]2)=[CH:35][CH:34]=1.